Predict the product of the given reaction. From a dataset of Forward reaction prediction with 1.9M reactions from USPTO patents (1976-2016). (1) The product is: [CH2:29]([N:12]1[C:6]2[CH:7]=[N:8][C:9]3[CH:10]=[CH:11][C:2]([Br:1])=[CH:3][C:4]=3[C:5]=2[C:14]([C:15]2[CH:20]=[CH:19][C:18]([C:21]([CH3:25])([CH3:24])[C:22]#[N:23])=[CH:17][CH:16]=2)=[N:13]1)[CH:28]=[CH2:27]. Given the reactants [Br:1][C:2]1[CH:11]=[CH:10][C:9]2[N:8]=[CH:7][C:6]3[NH:12][N:13]=[C:14]([C:15]4[CH:20]=[CH:19][C:18]([C:21]([CH3:25])([CH3:24])[C:22]#[N:23])=[CH:17][CH:16]=4)[C:5]=3[C:4]=2[CH:3]=1.Br[CH2:27][CH:28]=[CH2:29].C([O-])([O-])=O.[K+].[K+], predict the reaction product. (2) Given the reactants [F:1][C:2]([F:17])([C:13]([F:16])([F:15])[F:14])[CH2:3][CH2:4][CH2:5][S:6]([CH2:9][CH2:10][CH2:11]Cl)(=[O:8])=[O:7].[NH2:18][CH2:19][CH2:20][CH2:21][OH:22], predict the reaction product. The product is: [F:1][C:2]([F:17])([C:13]([F:16])([F:15])[F:14])[CH2:3][CH2:4][CH2:5][S:6]([CH2:9][CH2:10][CH2:11][NH:18][CH2:19][CH2:20][CH2:21][OH:22])(=[O:8])=[O:7]. (3) Given the reactants [CH:1]([CH:3]1[CH2:11][C:10]2[C:5](=[CH:6][CH:7]=[C:8]([O:12][C:13]3[CH:21]=[CH:20][C:16]([C:17]([NH2:19])=[O:18])=[CH:15][N:14]=3)[CH:9]=2)[CH2:4]1)=O.COC(OC)OC.[CH2:29]([NH2:34])[CH2:30][CH:31]([CH3:33])[CH3:32], predict the reaction product. The product is: [CH3:32][CH:31]([CH3:33])[CH2:30][CH2:29][NH:34][CH2:1][CH:3]1[CH2:11][C:10]2[C:5](=[CH:6][CH:7]=[C:8]([O:12][C:13]3[CH:21]=[CH:20][C:16]([C:17]([NH2:19])=[O:18])=[CH:15][N:14]=3)[CH:9]=2)[CH2:4]1.